Dataset: Tox21: 12 toxicity assays (nuclear receptors and stress response pathways). Task: Binary classification across 12 toxicity assays. (1) The compound is [O-]c1c(Cl)cc(Cl)cc1Sc1cc(Cl)cc(Cl)c1[O-]. It tested positive (active) for: SR-MMP (Mitochondrial Membrane Potential disruption), and SR-p53 (p53 tumor suppressor activation). (2) The compound is c1ccc(Nc2ccccc2)cc1. It tested positive (active) for: SR-MMP (Mitochondrial Membrane Potential disruption). (3) The compound is COC(=O)NCCC[Si](OC)(OC)OC. It tested positive (active) for: SR-ARE (Antioxidant Response Element (oxidative stress)). (4) The molecule is CCCCCCCC/C=C\CCCCCCCCOCCO. It tested positive (active) for: SR-ARE (Antioxidant Response Element (oxidative stress)), and SR-MMP (Mitochondrial Membrane Potential disruption). (5) The molecule is CC(C)[C@H](C(=O)OC(C#N)c1cccc(Oc2ccccc2)c1)c1ccc(OC(F)F)cc1. It tested positive (active) for: SR-MMP (Mitochondrial Membrane Potential disruption). (6) The molecule is CC(C)c1ccc(NC(=O)N(C)C)cc1. It tested positive (active) for: NR-AhR (Aryl hydrocarbon Receptor agonist activity). (7) The molecule is Clc1ccc(C(c2ccccc2Cl)C(Cl)(Cl)Cl)cc1. It tested positive (active) for: NR-ER (Estrogen Receptor agonist activity), NR-ER-LBD (Estrogen Receptor Ligand Binding Domain agonist), and SR-MMP (Mitochondrial Membrane Potential disruption).